This data is from Peptide-MHC class II binding affinity with 134,281 pairs from IEDB. The task is: Regression. Given a peptide amino acid sequence and an MHC pseudo amino acid sequence, predict their binding affinity value. This is MHC class II binding data. (1) The peptide sequence is NSRFSSWETVCDSLD. The binding affinity (normalized) is 0.0904. The MHC is DRB1_0901 with pseudo-sequence DRB1_0901. (2) The peptide sequence is IALLVLAVGPAYSAH. The MHC is DRB1_0801 with pseudo-sequence DRB1_0801. The binding affinity (normalized) is 0.523. (3) The peptide sequence is VYMDAVFEYTIDCDG. The MHC is DRB1_0901 with pseudo-sequence DRB1_0901. The binding affinity (normalized) is 0.605. (4) The peptide sequence is QGVTAEITPQASTTE. The MHC is DRB1_0405 with pseudo-sequence DRB1_0405. The binding affinity (normalized) is 0.647. (5) The peptide sequence is PSELQMSWLPLCVRL. The MHC is DRB1_0801 with pseudo-sequence DRB1_0801. The binding affinity (normalized) is 0.499.